From a dataset of Forward reaction prediction with 1.9M reactions from USPTO patents (1976-2016). Predict the product of the given reaction. (1) Given the reactants [Cl:1][C:2]1[CH:7]=[C:6]([Cl:8])[CH:5]=[CH:4][C:3]=1[C:9]1[NH:10][CH:11]=[CH:12][C:13]=1[C:14]#[N:15].[C:16](Cl)(=[O:18])[CH3:17].[Cl-].[Cl-].[Cl-].[Al+3].Cl, predict the reaction product. The product is: [C:16]([C:11]1[NH:10][C:9]([C:3]2[CH:4]=[CH:5][C:6]([Cl:8])=[CH:7][C:2]=2[Cl:1])=[C:13]([C:14]#[N:15])[CH:12]=1)(=[O:18])[CH3:17]. (2) Given the reactants [CH3:1][O:2][C:3](=[O:25])[CH2:4][CH:5]1[C:9]2[CH:10]=[CH:11][C:12]([O:14][C@H:15]3[C:23]4[C:18](=[C:19](Br)[CH:20]=[CH:21][CH:22]=4)[CH2:17][CH2:16]3)=[CH:13][C:8]=2[O:7][CH2:6]1.[CH3:26][O:27][C:28]1[CH:33]=[CH:32][C:31](B(O)O)=[CH:30][CH:29]=1, predict the reaction product. The product is: [CH3:1][O:2][C:3](=[O:25])[CH2:4][CH:5]1[C:9]2[CH:10]=[CH:11][C:12]([O:14][C@H:15]3[C:23]4[C:18](=[C:19]([C:31]5[CH:32]=[CH:33][C:28]([O:27][CH3:26])=[CH:29][CH:30]=5)[CH:20]=[CH:21][CH:22]=4)[CH2:17][CH2:16]3)=[CH:13][C:8]=2[O:7][CH2:6]1.